Dataset: Reaction yield outcomes from USPTO patents with 853,638 reactions. Task: Predict the reaction yield, written as a fraction of the theoretical maximum amount of product (1.0 means a 100% yield; for example, 0.34 means a 34% yield). (1) The reactants are [CH3:1][C:2]([OH:4])=O.COC1CCC(OC)O1.FC(F)(F)C(O)=O.[C:21]1([CH:27]2[N:31](C3C=CC(OC(F)(F)F)=CC=3)C(=O)C(NC3C=CC(OC(F)(F)F)=CC=3)=[CH:28]2)[CH:26]=[CH:25][CH:24]=[CH:23][CH:22]=1.C(OC(C)C)(=O)C.C[C@@H](N)C1C=CC=CC=1.C1([C@H]2NC(=O)C=C2)C=CC=CC=1.FC(F)(F)OC1C=CC(N2[C@@H](C3C=CC=CC=3)C=C(N[C@@H](C3C=CC=CC=3)C)C2=O)=CC=1. The catalyst is C1COCC1.C(O)(C)C.C1(C)C=CC=CC=1.O. The product is [C:21]1([C@@H:27]2[NH:31][C:2](=[O:4])[CH:1]=[CH:28]2)[CH:26]=[CH:25][CH:24]=[CH:23][CH:22]=1. The yield is 0.290. (2) The reactants are [CH3:1][N:2]([CH2:7][C:8]1[C:16]2[C:11](=[C:12]([CH3:17])[CH:13]=[CH:14][CH:15]=2)[N:10]([CH3:18])[C:9]=1[CH3:19])[C:3](=[O:6])[CH:4]=[CH2:5].Br[C:21]1[CH:22]=[C:23]2[C:28](=[N:29][CH:30]=1)[NH:27][C:26](=[O:31])[CH2:25][CH2:24]2.CCN(C(C)C)C(C)C.C1(C)C=CC=CC=1P(C1C=CC=CC=1C)C1C=CC=CC=1C. The catalyst is C(#N)CC.CC([O-])=O.CC([O-])=O.[Pd+2]. The product is [CH3:1][N:2]([CH2:7][C:8]1[C:16]2[C:11](=[C:12]([CH3:17])[CH:13]=[CH:14][CH:15]=2)[N:10]([CH3:18])[C:9]=1[CH3:19])[C:3](=[O:6])/[CH:4]=[CH:5]/[C:21]1[CH:30]=[N:29][C:28]2[NH:27][C:26](=[O:31])[CH2:25][CH2:24][C:23]=2[CH:22]=1. The yield is 0.250. (3) The reactants are C(O/[C:4](=[C:9]1/[C:10]([CH2:16][C:17]([O:19][CH3:20])=[O:18])=[N:11][N:12]([CH3:15])[C:13]/1=[O:14])/[CH2:5][CH2:6][CH2:7][CH3:8])C.[N:21]1[CH:26]=[CH:25][CH:24]=[CH:23][C:22]=1[CH2:27][NH2:28]. The catalyst is C1(C)C=CC=CC=1. The product is [CH3:15][N:12]1[C:13](=[O:14])/[C:9](=[C:4](\[NH:28][CH2:27][C:22]2[CH:23]=[CH:24][CH:25]=[CH:26][N:21]=2)/[CH2:5][CH2:6][CH2:7][CH3:8])/[C:10]([CH2:16][C:17]([O:19][CH3:20])=[O:18])=[N:11]1. The yield is 0.920. (4) The catalyst is C1COCC1. The yield is 0.740. The reactants are C(P(CCCC)CCCC)CCC.[OH:14][C:15]1[CH:20]=[CH:19][C:18]([CH2:21][C:22]([O:24][CH3:25])=[O:23])=[CH:17][CH:16]=1.[Br:26][C:27]1[CH:32]=[CH:31][C:30](/[C:33](/[C:37]2[CH:42]=[CH:41][CH:40]=[CH:39][CH:38]=2)=[CH:34]\[CH2:35]O)=[CH:29][CH:28]=1. The product is [CH3:25][O:24][C:22](=[O:23])[CH2:21][C:18]1[CH:17]=[CH:16][C:15]([O:14][CH2:35]/[CH:34]=[C:33](\[C:30]2[CH:29]=[CH:28][C:27]([Br:26])=[CH:32][CH:31]=2)/[C:37]2[CH:42]=[CH:41][CH:40]=[CH:39][CH:38]=2)=[CH:20][CH:19]=1. (5) The reactants are [NH2:1][C:2]1[C:7]([C:8]2[CH:13]=[CH:12][CH:11]=[C:10]([F:14])[CH:9]=2)=[C:6]([C:15](=[O:17])[CH3:16])[CH:5]=[C:4]([Cl:18])[C:3]=1[CH3:19].C(N(CC)C(C)C)(C)C.Cl[C:30]([O:32][CH3:33])=[O:31]. The catalyst is C(Cl)Cl.CN(C1C=CN=CC=1)C. The product is [C:15]([C:6]1[C:7]([C:8]2[CH:13]=[CH:12][CH:11]=[C:10]([F:14])[CH:9]=2)=[C:2]([N:1]([C:30]([O:32][CH3:33])=[O:31])[C:30]([O:32][CH3:33])=[O:31])[C:3]([CH3:19])=[C:4]([Cl:18])[CH:5]=1)(=[O:17])[CH3:16]. The yield is 0.500. (6) The reactants are [F:1][C:2]([F:7])([F:6])[C:3]([OH:5])=[O:4].[F:8][C:9]([F:14])([F:13])[C:10]([OH:12])=[O:11].[F:15][C:16]([F:21])([F:20])[C:17]([OH:19])=[O:18].[CH3:22][C:23]1[CH:32]=[C:31]([CH2:33][O:34][C:35]2[CH:59]=[CH:58][C:38]([C:39]([NH:41][CH2:42][C:43]3([N:52]4[CH2:57][CH2:56][NH:55][CH2:54][CH2:53]4)[C:48](=[O:49])[NH:47][C:46](=[O:50])[NH:45][C:44]3=[O:51])=[O:40])=[CH:37][CH:36]=2)[C:30]2[C:25](=[CH:26][CH:27]=[CH:28][CH:29]=2)[N:24]=1.[CH:60](=O)[C:61]1[CH:66]=[CH:65][CH:64]=[CH:63][CH:62]=1. No catalyst specified. The product is [F:1][C:2]([F:7])([F:6])[C:3]([OH:5])=[O:4].[F:8][C:9]([F:14])([F:13])[C:10]([OH:12])=[O:11].[F:15][C:16]([F:21])([F:20])[C:17]([OH:19])=[O:18].[CH2:60]([N:55]1[CH2:54][CH2:53][N:52]([C:43]2([CH2:42][NH:41][C:39](=[O:40])[C:38]3[CH:37]=[CH:36][C:35]([O:34][CH2:33][C:31]4[C:30]5[C:25](=[CH:26][CH:27]=[CH:28][CH:29]=5)[N:24]=[C:23]([CH3:22])[CH:32]=4)=[CH:59][CH:58]=3)[C:44](=[O:51])[NH:45][C:46](=[O:50])[NH:47][C:48]2=[O:49])[CH2:57][CH2:56]1)[C:61]1[CH:66]=[CH:65][CH:64]=[CH:63][CH:62]=1. The yield is 0.620. (7) The reactants are C1(P(C2C=CC=CC=2)C2C=CC=CC=2)C=CC=CC=1.C(N(CC)CC)C.I[C:28]1[CH:29]=[CH:30][C:31]2[NH:32][C:33]3[C:38]([C:39]=2[CH:40]=1)=[CH:37][CH:36]=[CH:35][CH:34]=3.[C:41](#[N:44])[CH:42]=[CH2:43]. The catalyst is C([O-])(=O)C.[Pd+2].C([O-])(=O)C.CCOC(C)=O.CCCCCC.O1CCOCC1. The product is [C:41]([CH:42]=[CH:43][C:28]1[CH:29]=[CH:30][C:31]2[NH:32][C:33]3[C:38]([C:39]=2[CH:40]=1)=[CH:37][CH:36]=[CH:35][CH:34]=3)#[N:44]. The yield is 0.180.